Dataset: Full USPTO retrosynthesis dataset with 1.9M reactions from patents (1976-2016). Task: Predict the reactants needed to synthesize the given product. (1) Given the product [F:1][C:2]1[CH:10]=[CH:9][C:8]([C:12]#[N:13])=[C:7]2[C:3]=1[CH:4]=[CH:5][NH:6]2, predict the reactants needed to synthesize it. The reactants are: [F:1][C:2]1[CH:10]=[CH:9][C:8](Br)=[C:7]2[C:3]=1[CH:4]=[CH:5][NH:6]2.[C:12]([Cu])#[N:13].N. (2) Given the product [CH:85]1([C:2]2[CH:18]=[CH:17][C:16]([CH:19]3[C@H:24]([O:25][CH2:26][C:27]4[CH:32]=[CH:31][CH:30]=[CH:29][CH:28]=4)[C@@H:23]([O:33][CH2:34][C:35]4[CH:36]=[CH:37][CH:38]=[CH:39][CH:40]=4)[C@H:22]([O:41][CH2:42][C:43]4[CH:44]=[CH:45][CH:46]=[CH:47][CH:48]=4)[C@@H:21]([CH2:49][O:50][CH2:51][C:52]4[CH:53]=[CH:54][CH:55]=[CH:56][CH:57]=4)[O:20]3)=[CH:15][C:3]=2[CH2:4][C:5]2[CH:6]=[C:7]3[C:12](=[CH:13][CH:14]=2)[O:11][CH2:10][CH2:9][CH2:8]3)[CH2:87][CH2:86]1, predict the reactants needed to synthesize it. The reactants are: Br[C:2]1[CH:18]=[CH:17][C:16]([CH:19]2[C@H:24]([O:25][CH2:26][C:27]3[CH:32]=[CH:31][CH:30]=[CH:29][CH:28]=3)[C@@H:23]([O:33][CH2:34][C:35]3[CH:40]=[CH:39][CH:38]=[CH:37][CH:36]=3)[C@H:22]([O:41][CH2:42][C:43]3[CH:48]=[CH:47][CH:46]=[CH:45][CH:44]=3)[C@@H:21]([CH2:49][O:50][CH2:51][C:52]3[CH:57]=[CH:56][CH:55]=[CH:54][CH:53]=3)[O:20]2)=[CH:15][C:3]=1[CH2:4][C:5]1[CH:6]=[C:7]2[C:12](=[CH:13][CH:14]=1)[O:11][CH2:10][CH2:9][CH2:8]2.C1(P(C2CCCCC2)C2CCCCC2)CCCCC1.P([O-])([O-])([O-])=O.[K+].[K+].[K+].[CH:85]1(B(O)O)[CH2:87][CH2:86]1. (3) Given the product [CH3:11][N:5]1[C:6]([C:7]([O:9][CH3:10])=[O:8])=[C:2]([CH3:1])[CH:3]=[N:4]1, predict the reactants needed to synthesize it. The reactants are: [CH3:1][C:2]1[CH:3]=[N:4][NH:5][C:6]=1[C:7]([O:9][CH3:10])=[O:8].[C:11](=O)([O-])[O-].[Cs+].[Cs+].CI. (4) Given the product [F:1][C:2]1[CH:7]=[CH:6][CH:5]=[CH:4][C:3]=1[C:8]1[N:16]=[C:11]2[CH:12]=[N:13][N:14]([CH2:18][C:19]3[O:23][N:22]=[C:21]([C:24]4[CH:29]=[CH:28][CH:27]=[C:26]([C:30]([F:33])([F:31])[F:32])[CH:25]=4)[CH:20]=3)[CH:15]=[C:10]2[N:9]=1, predict the reactants needed to synthesize it. The reactants are: [F:1][C:2]1[CH:7]=[CH:6][CH:5]=[CH:4][C:3]=1[C:8]1[N:16]=[C:11]2[CH:12]=[N:13][NH:14][CH:15]=[C:10]2[N:9]=1.Cl[CH2:18][C:19]1[O:23][N:22]=[C:21]([C:24]2[CH:29]=[CH:28][CH:27]=[C:26]([C:30]([F:33])([F:32])[F:31])[CH:25]=2)[CH:20]=1. (5) The reactants are: [O:1]=[CH:2][C@@H:3]([C@H:5]([C@H:7]([CH2:9][OH:10])[OH:8])[OH:6])[OH:4]. Given the product [O:1]=[CH:2][C@H:3]([C@@H:5]([C@@H:7]([CH2:9][OH:10])[OH:8])[OH:6])[OH:4], predict the reactants needed to synthesize it.